Dataset: NCI-60 drug combinations with 297,098 pairs across 59 cell lines. Task: Regression. Given two drug SMILES strings and cell line genomic features, predict the synergy score measuring deviation from expected non-interaction effect. (1) Drug 1: C1=CC(=CC=C1CCC2=CNC3=C2C(=O)NC(=N3)N)C(=O)NC(CCC(=O)O)C(=O)O. Drug 2: C1C(C(OC1N2C=C(C(=O)NC2=O)F)CO)O. Cell line: NCIH23. Synergy scores: CSS=35.0, Synergy_ZIP=5.08, Synergy_Bliss=6.55, Synergy_Loewe=-4.31, Synergy_HSA=7.52. (2) Drug 1: CC1=C(C=C(C=C1)NC2=NC=CC(=N2)N(C)C3=CC4=NN(C(=C4C=C3)C)C)S(=O)(=O)N.Cl. Drug 2: C1=NC2=C(N1)C(=S)N=CN2. Cell line: A549. Synergy scores: CSS=0.323, Synergy_ZIP=-6.41, Synergy_Bliss=-10.1, Synergy_Loewe=-26.2, Synergy_HSA=-10.3. (3) Drug 1: CC1=CC=C(C=C1)C2=CC(=NN2C3=CC=C(C=C3)S(=O)(=O)N)C(F)(F)F. Drug 2: C1=CN(C(=O)N=C1N)C2C(C(C(O2)CO)O)O.Cl. Cell line: UACC-257. Synergy scores: CSS=3.99, Synergy_ZIP=-2.40, Synergy_Bliss=1.68, Synergy_Loewe=-5.19, Synergy_HSA=0.305. (4) Drug 1: C1CCC(C1)C(CC#N)N2C=C(C=N2)C3=C4C=CNC4=NC=N3. Drug 2: C1=CC=C(C(=C1)C(C2=CC=C(C=C2)Cl)C(Cl)Cl)Cl. Cell line: HT29. Synergy scores: CSS=6.54, Synergy_ZIP=2.58, Synergy_Bliss=8.35, Synergy_Loewe=2.98, Synergy_HSA=3.20. (5) Drug 1: COC1=C(C=C2C(=C1)N=CN=C2NC3=CC(=C(C=C3)F)Cl)OCCCN4CCOCC4. Drug 2: C1=CN(C=N1)CC(O)(P(=O)(O)O)P(=O)(O)O. Cell line: U251. Synergy scores: CSS=11.3, Synergy_ZIP=-4.22, Synergy_Bliss=-0.783, Synergy_Loewe=-1.96, Synergy_HSA=0.438.